This data is from Full USPTO retrosynthesis dataset with 1.9M reactions from patents (1976-2016). The task is: Predict the reactants needed to synthesize the given product. The reactants are: Cl[N:2]1[C:6](=[O:7])[CH2:5][CH2:4][C:3]1=O.[CH2:9]([N:12]([CH2:24][CH2:25][CH3:26])[CH2:13][CH2:14][C:15]1C=CC=C2[C:16]=1[CH:17]=[CH:18]N2)[CH2:10][CH3:11]. Given the product [CH2:24]([N:12]([CH2:9][CH2:10][CH3:11])[CH2:13][CH2:14][C:15]1[C:4]2[C:3]([CH:18]=[CH:17][CH:16]=1)=[N:2][C:6](=[O:7])[CH:5]=2)[CH2:25][CH3:26], predict the reactants needed to synthesize it.